This data is from Full USPTO retrosynthesis dataset with 1.9M reactions from patents (1976-2016). The task is: Predict the reactants needed to synthesize the given product. (1) Given the product [C:14]([C:13]1[N:6]2[C:7]3[C:12]([C:3]([CH3:2])=[CH:4][C:5]2=[C:37]([C:36]#[N:39])[CH:38]=1)=[CH:11][CH:10]=[CH:9][CH:8]=3)(=[O:15])[C:16]1[CH:21]=[CH:20][CH:19]=[CH:18][CH:17]=1, predict the reactants needed to synthesize it. The reactants are: [Br-].[CH3:2][C:3]1[C:12]2[C:7](=[CH:8][CH:9]=[CH:10][CH:11]=2)[N+:6]([CH2:13][C:14]([C:16]2[CH:21]=[CH:20][CH:19]=[CH:18][CH:17]=2)=[O:15])=[CH:5][CH:4]=1.[Cr](O[Cr]([O-])(=O)=O)([O-])(=O)=O.C(=O)(O)[O-].[Na+].[C:36](#[N:39])[CH:37]=[CH2:38]. (2) Given the product [Cl:1][C:2]1[C:7]([C:8]2[CH:9]=[N:10][C:11]([N:14]3[CH2:19][CH2:18][C:17]([CH3:25])([C:20]([O-:22])=[O:21])[CH2:16][CH2:15]3)=[N:12][CH:13]=2)=[CH:6][N:5]2[C:26]([CH2:30][C:31]3[CH:36]=[CH:35][CH:34]=[CH:33][C:32]=3[O:37][CH:38]([F:40])[F:39])=[C:27]([CH3:29])[N:28]=[C:4]2[CH:3]=1.[Na+:42], predict the reactants needed to synthesize it. The reactants are: [Cl:1][C:2]1[C:7]([C:8]2[CH:9]=[N:10][C:11]([N:14]3[CH2:19][CH2:18][C:17]([CH3:25])([C:20]([O:22]CC)=[O:21])[CH2:16][CH2:15]3)=[N:12][CH:13]=2)=[CH:6][N:5]2[C:26]([CH2:30][C:31]3[CH:36]=[CH:35][CH:34]=[CH:33][C:32]=3[O:37][CH:38]([F:40])[F:39])=[C:27]([CH3:29])[N:28]=[C:4]2[CH:3]=1.[OH-].[Na+:42]. (3) Given the product [CH2:1]([O:8][CH2:9][C:10]1[N:11]([CH2:28][C:29]2[CH:33]=[C:32]([CH3:34])[O:31][N:30]=2)[CH:12]=[C:13]([C:15]2[C:16]([C:21]3[CH:26]=[CH:25][CH:24]=[CH:23][CH:22]=3)=[N:17][O:18][C:19]=2[CH3:20])[N:14]=1)[C:2]1[CH:3]=[CH:4][CH:5]=[CH:6][CH:7]=1, predict the reactants needed to synthesize it. The reactants are: [CH2:1]([O:8][CH2:9][C:10]1[NH:11][CH:12]=[C:13]([C:15]2[C:16]([C:21]3[CH:26]=[CH:25][CH:24]=[CH:23][CH:22]=3)=[N:17][O:18][C:19]=2[CH3:20])[N:14]=1)[C:2]1[CH:7]=[CH:6][CH:5]=[CH:4][CH:3]=1.Cl[CH2:28][C:29]1[CH:33]=[C:32]([CH3:34])[O:31][N:30]=1. (4) Given the product [CH3:1][C:2]1[NH:3][C:4]2[C:9]([CH:10]=1)=[CH:8][C:7]([NH:11][C:12]1[CH:17]=[CH:16][N:15]=[C:14]3[CH:18]=[C:19]([C:21]4[CH:28]=[CH:27][C:24]([CH2:25][N:29]5[CH2:34][CH2:33][O:32][CH2:31][CH2:30]5)=[CH:23][CH:22]=4)[S:20][C:13]=13)=[CH:6][CH:5]=2, predict the reactants needed to synthesize it. The reactants are: [CH3:1][C:2]1[NH:3][C:4]2[C:9]([CH:10]=1)=[CH:8][C:7]([NH:11][C:12]1[CH:17]=[CH:16][N:15]=[C:14]3[CH:18]=[C:19]([C:21]4[CH:28]=[CH:27][C:24]([CH:25]=O)=[CH:23][CH:22]=4)[S:20][C:13]=13)=[CH:6][CH:5]=2.[NH:29]1[CH2:34][CH2:33][O:32][CH2:31][CH2:30]1. (5) Given the product [CH:11]([NH:8][C:9]([N:4]1[CH2:5][CH2:6][NH:1][C:2](=[O:7])[CH2:3]1)=[O:10])([C:18]1[CH:19]=[CH:20][CH:21]=[CH:22][CH:23]=1)[C:12]1[CH:17]=[CH:16][CH:15]=[CH:14][CH:13]=1, predict the reactants needed to synthesize it. The reactants are: [NH:1]1[CH2:6][CH2:5][NH:4][CH2:3][C:2]1=[O:7].[N:8]([CH:11]([C:18]1[CH:23]=[CH:22][CH:21]=[CH:20][CH:19]=1)[C:12]1[CH:17]=[CH:16][CH:15]=[CH:14][CH:13]=1)=[C:9]=[O:10]. (6) Given the product [CH2:13]([N:9]1[C:8]([C:4]2[CH:5]=[CH:6][CH:7]=[C:2]([I:1])[CH:3]=2)=[N:12][N:11]=[N:10]1)[C:14]1[CH:19]=[CH:18][CH:17]=[CH:16][CH:15]=1, predict the reactants needed to synthesize it. The reactants are: [I:1][C:2]1[CH:3]=[C:4]([C:8]2[NH:12][N:11]=[N:10][N:9]=2)[CH:5]=[CH:6][CH:7]=1.[CH2:13](Br)[C:14]1[CH:19]=[CH:18][CH:17]=[CH:16][CH:15]=1.BrCC1C=CC=CC=1C. (7) Given the product [F:52][C:51]([F:54])([F:53])[C:49]([OH:55])=[O:50].[Cl:1][C:2]1[CH:3]=[CH:4][C:5]([N:43]2[CH:47]=[C:46]([Cl:48])[N:45]=[N:44]2)=[C:6]([C:8]2[N:9]=[CH:10][N:11]([C@@H:15]3[C:31]4[CH:32]=[C:27]([CH:28]=[CH:29][N:30]=4)[C:26]4[NH:25][N:24]=[CH:23][C:22]=4[NH:21][C:20](=[O:41])[C@H:19]([CH3:42])[CH2:18][CH2:17][CH2:16]3)[C:12](=[O:14])[CH:13]=2)[CH:7]=1, predict the reactants needed to synthesize it. The reactants are: [Cl:1][C:2]1[CH:3]=[CH:4][C:5]([N:43]2[CH:47]=[C:46]([Cl:48])[N:45]=[N:44]2)=[C:6]([C:8]2[N:9]=[CH:10][N:11]([C@@H:15]3[C:31]4[CH:32]=[C:27]([CH:28]=[CH:29][N:30]=4)[C:26]4[N:25](COCC[Si](C)(C)C)[N:24]=[CH:23][C:22]=4[NH:21][C:20](=[O:41])[C@H:19]([CH3:42])[CH2:18][CH2:17][CH2:16]3)[C:12](=[O:14])[CH:13]=2)[CH:7]=1.[C:49]([OH:55])([C:51]([F:54])([F:53])[F:52])=[O:50]. (8) Given the product [Cl:1][C:2]1[CH:21]=[CH:20][C:5]([CH2:6][N:7]2[CH:12]=[N:11][C:10]([N:13]3[CH2:18][CH2:17][N:16]([C:29]([O:31][C:32]([CH3:38])([CH3:37])[C:33]([F:36])([F:35])[F:34])=[O:30])[CH2:15][CH2:14]3)=[N:9][C:8]2=[O:19])=[CH:4][CH:3]=1, predict the reactants needed to synthesize it. The reactants are: [Cl:1][C:2]1[CH:21]=[CH:20][C:5]([CH2:6][N:7]2[CH:12]=[N:11][C:10]([N:13]3[CH2:18][CH2:17][NH:16][CH2:15][CH2:14]3)=[N:9][C:8]2=[O:19])=[CH:4][CH:3]=1.[I-].C[N+]1C=CN([C:29]([O:31][C:32]([CH3:38])([CH3:37])[C:33]([F:36])([F:35])[F:34])=[O:30])C=1.